Dataset: Reaction yield outcomes from USPTO patents with 853,638 reactions. Task: Predict the reaction yield, written as a fraction of the theoretical maximum amount of product (1.0 means a 100% yield; for example, 0.34 means a 34% yield). The reactants are Cl[C:2]1[N:11]=[C:10]([N:12]2[CH2:17][CH2:16][O:15][CH2:14][CH2:13]2)[C:9]2[C:4](=[CH:5][C:6]([C:18]([OH:21])([CH3:20])[CH3:19])=[CH:7][CH:8]=2)[N:3]=1.[CH3:22][N:23]([CH3:51])[C:24](=[O:50])[C:25]1[CH:30]=[CH:29][C:28]([NH:31][C:32]([NH:34][C:35]2[CH:40]=[CH:39][C:38](B3OC(C)(C)C(C)(C)O3)=[CH:37][CH:36]=2)=[O:33])=[CH:27][CH:26]=1.C(=O)([O-])[O-].[Cs+].[Cs+].CN(C=O)C. The catalyst is Cl[Pd](Cl)([P](C1C=CC=CC=1)(C1C=CC=CC=1)C1C=CC=CC=1)[P](C1C=CC=CC=1)(C1C=CC=CC=1)C1C=CC=CC=1.O. The product is [OH:21][C:18]([C:6]1[CH:5]=[C:4]2[C:9]([C:10]([N:12]3[CH2:17][CH2:16][O:15][CH2:14][CH2:13]3)=[N:11][C:2]([C:38]3[CH:37]=[CH:36][C:35]([NH:34][C:32](=[O:33])[NH:31][C:28]4[CH:27]=[CH:26][C:25]([C:24]([N:23]([CH3:51])[CH3:22])=[O:50])=[CH:30][CH:29]=4)=[CH:40][CH:39]=3)=[N:3]2)=[CH:8][CH:7]=1)([CH3:20])[CH3:19]. The yield is 0.0500.